This data is from Peptide-MHC class II binding affinity with 134,281 pairs from IEDB. The task is: Regression. Given a peptide amino acid sequence and an MHC pseudo amino acid sequence, predict their binding affinity value. This is MHC class II binding data. (1) The peptide sequence is SGDVIVKAIGALEDI. The MHC is DRB1_0301 with pseudo-sequence DRB1_0301. The binding affinity (normalized) is 0.191. (2) The peptide sequence is LDYLRRMTVFLQGLM. The MHC is HLA-DQA10102-DQB10602 with pseudo-sequence HLA-DQA10102-DQB10602. The binding affinity (normalized) is 0.544. (3) The peptide sequence is VNGTWMIHTLEALDY. The MHC is HLA-DQA10601-DQB10402 with pseudo-sequence HLA-DQA10601-DQB10402. The binding affinity (normalized) is 0.797. (4) The peptide sequence is ATKVAATAANAAPAN. The MHC is DRB1_0401 with pseudo-sequence DRB1_0401. The binding affinity (normalized) is 0.266. (5) The peptide sequence is VEDNLVKLKNVLNVY. The MHC is DRB1_1302 with pseudo-sequence DRB1_1302. The binding affinity (normalized) is 0.917. (6) The peptide sequence is ESRLVVDFSQFSRGN. The MHC is DRB1_1302 with pseudo-sequence DRB1_1302. The binding affinity (normalized) is 0.367. (7) The peptide sequence is SPILRFLYANVGEEA. The MHC is DRB1_0802 with pseudo-sequence DRB1_0802. The binding affinity (normalized) is 0.295. (8) The peptide sequence is FFALCVLGLVAAALP. The MHC is DRB1_0701 with pseudo-sequence DRB1_0701. The binding affinity (normalized) is 0.453. (9) The peptide sequence is VDQKQFKQDSKYSHG. The MHC is DRB1_0101 with pseudo-sequence DRB1_0101. The binding affinity (normalized) is 0.171. (10) The peptide sequence is HFFIGDFFVDHYYSE. The MHC is HLA-DQA10501-DQB10301 with pseudo-sequence HLA-DQA10501-DQB10301. The binding affinity (normalized) is 0.0520.